From a dataset of Full USPTO retrosynthesis dataset with 1.9M reactions from patents (1976-2016). Predict the reactants needed to synthesize the given product. (1) Given the product [Br:1][C:2]1[CH:11]=[C:10]2[C:5]([CH:6]=[C:7]([CH2:12][CH:13]=[O:14])[CH:8]=[N:9]2)=[N:4][CH:3]=1, predict the reactants needed to synthesize it. The reactants are: [Br:1][C:2]1[CH:3]=[N:4][C:5]2[C:10]([CH:11]=1)=[N:9][CH:8]=[C:7]([CH:12]=[CH:13][O:14]CC)[CH:6]=2.Cl.[OH-].[Na+]. (2) Given the product [Cl:24][C:25]1[CH:26]=[C:27]([CH:31]=[CH:32][CH:33]=1)[C:28]([NH:1][CH2:2][C@H:3]1[N:8]([C:9]([C:11]2[N:12]=[C:13]([CH3:23])[S:14][C:15]=2[C:16]2[CH:17]=[C:18]([CH3:22])[CH:19]=[CH:20][CH:21]=2)=[O:10])[CH2:7][C@H:6]2[C@@H:4]1[CH2:5]2)=[O:29], predict the reactants needed to synthesize it. The reactants are: [NH2:1][CH2:2][C@H:3]1[N:8]([C:9]([C:11]2[N:12]=[C:13]([CH3:23])[S:14][C:15]=2[C:16]2[CH:17]=[C:18]([CH3:22])[CH:19]=[CH:20][CH:21]=2)=[O:10])[CH2:7][C@H:6]2[C@@H:4]1[CH2:5]2.[Cl:24][C:25]1[CH:26]=[C:27]([CH:31]=[CH:32][CH:33]=1)[C:28](O)=[O:29]. (3) Given the product [NH2:11][C:4]1[CH:3]=[C:2]([Cl:1])[C:9]([F:10])=[CH:8][C:5]=1[CH:6]=[O:7], predict the reactants needed to synthesize it. The reactants are: [Cl:1][C:2]1[C:9]([F:10])=[CH:8][C:5]([CH:6]=[O:7])=[C:4]([N+:11]([O-])=O)[CH:3]=1.Cl.O. (4) Given the product [CH2:19]([O:21][C:22]([C:7]1[C:8]([C:12]2[CH:17]=[CH:16][CH:15]=[CH:14][C:13]=2[Br:18])=[CH:9][CH:10]=[CH:11][CH:6]=1)=[O:23])[CH3:20], predict the reactants needed to synthesize it. The reactants are: C(OC([C:6]1[CH:7]=[C:8]([C:12]2[CH:17]=[CH:16][CH:15]=[CH:14][C:13]=2[Br:18])[CH:9]=[CH:10][CH:11]=1)=O)C.[CH2:19]([O:21][C:22](C1C=CC=CC=1OB(C1C=CC=CC=1)O)=[O:23])[CH3:20]. (5) Given the product [C:1]([O:5][CH2:13][CH:12]1[CH2:10][O:11][C:30]([O:32][CH3:33])([CH3:31])[O:34]1)(=[O:4])[CH:2]=[CH2:3], predict the reactants needed to synthesize it. The reactants are: [C:1]([OH:5])(=[O:4])[CH:2]=[CH2:3].[C:10]1([CH:13]=[CH:12][C:10]([OH:11])=[CH:13][CH:12]=1)[OH:11].C1OC1CO.C1(C)C=CC(S(O)(=O)=O)=CC=1.[C:30](OC)([O:34]C)([O:32][CH3:33])[CH3:31]. (6) Given the product [N:1]1[CH:6]=[CH:5][CH:4]=[CH:3][C:2]=1[CH2:7][NH:8][C:9]([C:11]1[C:12]2[CH:13]=[CH:14][CH:15]=[N:16][C:17]=2[C:18]([OH:33])=[C:19]2[C:23](=[O:24])[N:22]([CH2:25][C:26]3[CH:27]=[CH:28][C:29]([F:32])=[CH:30][CH:31]=3)[CH2:21][C:20]=12)=[O:10], predict the reactants needed to synthesize it. The reactants are: [N:1]1[CH:6]=[CH:5][CH:4]=[CH:3][C:2]=1[CH2:7][NH:8][C:9]([C:11]1[C:12]2[CH:13]=[CH:14][CH:15]=[N:16][C:17]=2[C:18]([O:33]C(C2C=CC=CC=2)C2C=CC=CC=2)=[C:19]2[C:23](=[O:24])[N:22]([CH2:25][C:26]3[CH:31]=[CH:30][C:29]([F:32])=[CH:28][CH:27]=3)[CH2:21][C:20]=12)=[O:10].C([SiH](CC)CC)C.FC(F)(F)C(O)=O. (7) Given the product [F:34][C:31]1[CH:32]=[CH:33][C:20]2[N:19]=[C:18]([C@@H:15]([NH2:14])[CH2:16][CH3:17])[N:22]([C:23]3[CH:24]=[N:25][CH:26]=[C:27]([F:29])[CH:28]=3)[C:21]=2[CH:30]=1, predict the reactants needed to synthesize it. The reactants are: C(O)(C(F)(F)F)=O.C(OC(=O)[NH:14][C@H:15]([C:18]1[N:22]([C:23]2[CH:24]=[N:25][CH:26]=[C:27]([F:29])[CH:28]=2)[C:21]2[CH:30]=[C:31]([F:34])[CH:32]=[CH:33][C:20]=2[N:19]=1)[CH2:16][CH3:17])(C)(C)C.